From a dataset of Forward reaction prediction with 1.9M reactions from USPTO patents (1976-2016). Predict the product of the given reaction. (1) Given the reactants [Cl:1][C:2]1[CH:7]=[C:6]([F:8])[CH:5]=[CH:4][C:3]=1[S:9]([C@@H:12]1[CH2:16][C@@H:15]([C:17](O)=[O:18])[C@H:14]([C:20]([N:22]2[CH2:25][C:24]([F:27])([F:26])[CH2:23]2)=[O:21])[CH2:13]1)(=[O:11])=[O:10].[CH2:28]1[C:30]([NH2:33])([C:31]#[N:32])[CH2:29]1.Cl, predict the reaction product. The product is: [C:31]([C:30]1([NH:33][C:17]([C@@H:15]2[CH2:16][C@@H:12]([S:9]([C:3]3[CH:4]=[CH:5][C:6]([F:8])=[CH:7][C:2]=3[Cl:1])(=[O:11])=[O:10])[CH2:13][C@H:14]2[C:20]([N:22]2[CH2:23][C:24]([F:27])([F:26])[CH2:25]2)=[O:21])=[O:18])[CH2:28][CH2:29]1)#[N:32]. (2) Given the reactants [CH:1]1([CH2:4][OH:5])[CH2:3][CH2:2]1.F[C:7]1[CH:8]=[C:9]([CH3:16])[CH:10]=[CH:11][C:12]=1[N+:13]([O-:15])=[O:14].[CH:17]1([CH2:20][O:21][C:22]2[CH:28]=[C:27]([CH3:29])[CH:26]=[CH:25][C:23]=2[NH2:24])[CH2:19][CH2:18]1.[NH2:30][C:31]1[S:32][CH:33]=[CH:34][N:35]=1, predict the reaction product. The product is: [CH:1]1([CH2:4][O:5][C:7]2[CH:8]=[C:9]([CH3:16])[CH:10]=[CH:11][C:12]=2[N+:13]([O-:15])=[O:14])[CH2:3][CH2:2]1.[CH:17]1([CH2:20][O:21][C:22]2[CH:28]=[C:27]([CH3:29])[CH:26]=[CH:25][C:23]=2[NH:24][C:4]([NH:30][C:31]2[S:32][CH:33]=[CH:34][N:35]=2)=[O:5])[CH2:18][CH2:19]1. (3) Given the reactants [CH:1]1([C:5]2[CH:13]=[N:12][CH:11]=[C:10]([F:14])[C:6]=2[C:7]([OH:9])=O)[CH2:4][CH2:3][CH2:2]1.[F:15][C:16]1[CH:24]=[N:23][C:22]2[NH:21][C:20]3[N:25]=[CH:26][CH:27]=[C:28]([C:29]([NH2:31])=[NH:30])[C:19]=3[C:18]=2[CH:17]=1, predict the reaction product. The product is: [CH:1]1([C:5]2[CH:13]=[N:12][CH:11]=[C:10]([F:14])[C:6]=2[C:7]([NH:31][C:29]([C:28]2[C:19]3[C:18]4[CH:17]=[C:16]([F:15])[CH:24]=[N:23][C:22]=4[NH:21][C:20]=3[N:25]=[CH:26][CH:27]=2)=[NH:30])=[O:9])[CH2:2][CH2:3][CH2:4]1. (4) Given the reactants [C:1]([O:5][C:6]([N:8]1[CH2:13][C:12](=[O:14])[N:11]([C:15]2[CH:20]=[CH:19][C:18]([OH:21])=[CH:17][CH:16]=2)[C@@H:10]([CH2:22][OH:23])[CH2:9]1)=[O:7])([CH3:4])([CH3:3])[CH3:2].C(=O)([O-])[O-].[Cs+].[Cs+].[CH2:30](Br)[C:31]1[CH:36]=[CH:35][CH:34]=[CH:33][CH:32]=1, predict the reaction product. The product is: [C:1]([O:5][C:6]([N:8]1[CH2:13][C:12](=[O:14])[N:11]([C:15]2[CH:16]=[CH:17][C:18]([O:21][CH2:30][C:31]3[CH:36]=[CH:35][CH:34]=[CH:33][CH:32]=3)=[CH:19][CH:20]=2)[C@@H:10]([CH2:22][OH:23])[CH2:9]1)=[O:7])([CH3:4])([CH3:3])[CH3:2]. (5) Given the reactants [OH:1][CH2:2][C:3]([CH2:12][OH:13])([C:9](=[O:11])[CH3:10])[C:4]([O:6][CH2:7][CH3:8])=[O:5].[CH2:14]=O, predict the reaction product. The product is: [C:9]([C:3]1([C:4]([O:6][CH2:7][CH3:8])=[O:5])[CH2:12][O:13][CH2:14][O:1][CH2:2]1)(=[O:11])[CH3:10]. (6) The product is: [Cl:1][C:2]1[C:7]([C:8]([F:10])([F:9])[F:11])=[CH:6][N:5]=[C:4]([NH:30][C:31]2[CH:51]=[CH:50][C:34]([CH2:35][P:36](=[O:49])([O:43][CH2:44][C:45]([F:46])([F:47])[F:48])[O:37][CH2:38][C:39]([F:40])([F:42])[F:41])=[CH:33][C:32]=2[O:52][CH3:53])[N:3]=1. Given the reactants [Cl:1][C:2]1[C:7]([C:8]([F:11])([F:10])[F:9])=[CH:6][N:5]=[C:4](NC2C=CC(CP(=O)(OCC)OCC)=CC=2OC)[N:3]=1.[NH2:30][C:31]1[CH:51]=[CH:50][C:34]([CH2:35][P:36](=[O:49])([O:43][CH2:44][C:45]([F:48])([F:47])[F:46])[O:37][CH2:38][C:39]([F:42])([F:41])[F:40])=[CH:33][C:32]=1[O:52][CH3:53].ClC1N=C(Cl)C(C(F)(F)F)=CN=1, predict the reaction product. (7) Given the reactants [N:1]1([C:7]2[CH:12]=[CH:11][C:10]([OH:13])=[CH:9][CH:8]=2)[CH2:6][CH2:5][NH:4][CH2:3][CH2:2]1.[CH3:14][C:15](OC(C)=O)=[O:16].C([O-])([O-])=O.[K+].[K+], predict the reaction product. The product is: [OH:13][C:10]1[CH:9]=[CH:8][C:7]([N:1]2[CH2:2][CH2:3][N:4]([C:15](=[O:16])[CH3:14])[CH2:5][CH2:6]2)=[CH:12][CH:11]=1. (8) Given the reactants [Cl:1][C:2]1[CH:7]=[CH:6][CH:5]=[CH:4][C:3]=1[C:8]1[CH:13]=[CH:12][C:11]([C:14]([O:16]C)=[O:15])=[CH:10][C:9]=1[CH2:18][O:19][CH3:20].CO.O.O.[OH-].[Li+], predict the reaction product. The product is: [Cl:1][C:2]1[CH:7]=[CH:6][CH:5]=[CH:4][C:3]=1[C:8]1[CH:13]=[CH:12][C:11]([C:14]([OH:16])=[O:15])=[CH:10][C:9]=1[CH2:18][O:19][CH3:20]. (9) Given the reactants [CH2:1]([O:3][C:4]([C:6]1[C:7]([CH2:12][CH3:13])=[N:8][NH:9][C:10]=1[OH:11])=[O:5])[CH3:2].C([O-])([O-])=O.[K+].[K+].Br[CH:21]([CH3:32])[C:22]([C:24]1[CH:29]=[CH:28][C:27]([Cl:30])=[CH:26][C:25]=1[Cl:31])=[O:23].O, predict the reaction product. The product is: [CH2:1]([O:3][C:4]([C:6]1[C:7]([CH2:12][CH3:13])=[N:8][NH:9][C:10]=1[O:11][CH:21]([CH3:32])[C:22]([C:24]1[CH:29]=[CH:28][C:27]([Cl:30])=[CH:26][C:25]=1[Cl:31])=[O:23])=[O:5])[CH3:2].